From a dataset of Reaction yield outcomes from USPTO patents with 853,638 reactions. Predict the reaction yield, written as a fraction of the theoretical maximum amount of product (1.0 means a 100% yield; for example, 0.34 means a 34% yield). (1) The reactants are [CH3:1][C:2]1[CH:7]=[CH:6][C:5]([NH2:8])=[CH:4][C:3]=1[CH:9]1[CH2:14][CH2:13][N:12]([CH2:15][C:16]2[CH:21]=[CH:20][C:19]([O:22][C:23]3[CH:28]=[C:27]([F:29])[C:26]([F:30])=[CH:25][C:24]=3[F:31])=[CH:18][CH:17]=2)[CH2:11][CH2:10]1.[C:32]([O:36][N:37]([CH2:41][C:42](O)=[O:43])[C:38]([CH3:40])=[O:39])([CH3:35])([CH3:34])[CH3:33].CN(C(ON1N=NC2C=CC=NC1=2)=[N+](C)C)C.F[P-](F)(F)(F)(F)F.C(N(C(C)C)CC)(C)C. The catalyst is CN(C)C=O.C(Cl)Cl.CO. The product is [C:32]([O:36][N:37]([CH2:41][C:42]([NH:8][C:5]1[CH:6]=[CH:7][C:2]([CH3:1])=[C:3]([CH:9]2[CH2:10][CH2:11][N:12]([CH2:15][C:16]3[CH:17]=[CH:18][C:19]([O:22][C:23]4[CH:28]=[C:27]([F:29])[C:26]([F:30])=[CH:25][C:24]=4[F:31])=[CH:20][CH:21]=3)[CH2:13][CH2:14]2)[CH:4]=1)=[O:43])[C:38]([CH3:40])=[O:39])([CH3:35])([CH3:34])[CH3:33]. The yield is 0.900. (2) The reactants are [Cl:1][C:2]1[CH:7]=[CH:6][C:5]([C@@:8]([C:19]2[CH:24]=[CH:23][CH:22]=[CH:21][CH:20]=2)([O:10][CH2:11][CH2:12][C@H:13]2[CH2:17][CH2:16][CH2:15][N:14]2[CH3:18])[CH3:9])=[CH:4][CH:3]=1.[C:25]([OH:32])(=[O:31])/[CH:26]=[CH:27]/[C:28]([OH:30])=[O:29]. The catalyst is C(O)C. The product is [C:25]([OH:32])(=[O:31])/[CH:26]=[CH:27]/[C:28]([OH:30])=[O:29].[Cl:1][C:2]1[CH:7]=[CH:6][C:5]([C@@:8]([C:19]2[CH:20]=[CH:21][CH:22]=[CH:23][CH:24]=2)([O:10][CH2:11][CH2:12][C@H:13]2[CH2:17][CH2:16][CH2:15][N:14]2[CH3:18])[CH3:9])=[CH:4][CH:3]=1. The yield is 0.550. (3) The reactants are Br[C:2]1[N:7]=[C:6]2[N:8]([CH2:11][C:12]3[CH:13]=[C:14]4[C:19](=[CH:20][CH:21]=3)[N:18]=[CH:17][CH:16]=[CH:15]4)[N:9]=[N:10][C:5]2=[N:4][CH:3]=1.C(=O)([O-])[O-].[K+].[K+].[NH:28]1[CH2:32][CH2:31][C@@H:30]([NH:33][C:34](=[O:40])[O:35][C:36]([CH3:39])([CH3:38])[CH3:37])[CH2:29]1. The catalyst is CC(O)C. The product is [N:18]1[C:19]2[C:14](=[CH:13][C:12]([CH2:11][N:8]3[C:6]4[C:5](=[N:4][CH:3]=[C:2]([N:28]5[CH2:32][CH2:31][C@@H:30]([NH:33][C:34](=[O:40])[O:35][C:36]([CH3:38])([CH3:37])[CH3:39])[CH2:29]5)[N:7]=4)[N:10]=[N:9]3)=[CH:21][CH:20]=2)[CH:15]=[CH:16][CH:17]=1. The yield is 0.910. (4) The reactants are [C:1]1([C:7]2[C:12]3[CH2:13][CH:14]([CH2:16][NH2:17])[O:15][C:11]=3[CH:10]=[CH:9][CH:8]=2)[CH:6]=[CH:5][CH:4]=[CH:3][CH:2]=1.C(N(C(C)C)CC)(C)C.Cl[C:28]([O:30][CH2:31][C:32]1[CH:37]=[CH:36][CH:35]=[CH:34][CH:33]=1)=[O:29].C(OC(=O)NCC1CC2C=CC=C(C3CCCC3)C=2O1)C1C=CC=CC=1. No catalyst specified. The product is [CH2:31]([O:30][C:28](=[O:29])[NH:17][CH2:16][CH:14]1[CH2:13][C:12]2[C:7]([C:1]3[CH:2]=[CH:3][CH:4]=[CH:5][CH:6]=3)=[CH:8][CH:9]=[CH:10][C:11]=2[O:15]1)[C:32]1[CH:37]=[CH:36][CH:35]=[CH:34][CH:33]=1. The yield is 0.700. (5) The reactants are [CH3:1][CH2:2][CH2:3][CH2:4][CH2:5][CH2:6]C=[CH:1][CH2:2][CH2:3][CH2:4][CH2:5][CH2:6]C.[CH2:15]([C:18]1[CH:19]=[CH:20][CH:21]=[C:22]2[C:27]=1[O:26][C:25]([C:28]1[CH:33]=[C:32]([O:34][CH3:35])[C:31]([O:36][CH3:37])=[CH:30][C:29]=1[O:38][CH3:39])=[C:24]([OH:40])[C:23]2=[O:41])[CH:16]=[CH2:17]. The catalyst is Cl[Ru](=CC1C=CC=CC=1)([P](C1CCCCC1)(C1CCCCC1)C1CCCCC1)([P](C1CCCCC1)(C1CCCCC1)C1CCCCC1)Cl.ClCCl. The product is [OH:40][C:24]1[C:23](=[O:41])[C:22]2[C:27](=[C:18]([CH2:15][CH:16]=[CH:17][CH2:1][CH2:2][CH2:3][CH2:4][CH2:5][CH3:6])[CH:19]=[CH:20][CH:21]=2)[O:26][C:25]=1[C:28]1[CH:33]=[C:32]([O:34][CH3:35])[C:31]([O:36][CH3:37])=[CH:30][C:29]=1[O:38][CH3:39]. The yield is 0.260. (6) The reactants are [NH2:1][C:2]1[N:10]=[C:9]2[C:5]([N:6]=[C:7]([C:11]3[CH:16]=[CH:15][C:14]([F:17])=[CH:13][CH:12]=3)[NH:8]2)=[C:4]([N:18]2[CH2:24][CH2:23][CH2:22][NH:21][CH2:20][CH2:19]2)[N:3]=1.C(=O)([O-])[O-].[K+].[K+].[Cl:31][C:32]1[CH:42]=[CH:41][C:35]([O:36][CH2:37][C:38](Cl)=[O:39])=[CH:34][CH:33]=1. The catalyst is O1CCOCC1.CO.O1CCOCC1. The product is [NH2:1][C:2]1[N:10]=[C:9]2[C:5]([N:6]=[C:7]([C:11]3[CH:12]=[CH:13][C:14]([F:17])=[CH:15][CH:16]=3)[NH:8]2)=[C:4]([N:18]2[CH2:24][CH2:23][CH2:22][N:21]([C:38](=[O:39])[CH2:37][O:36][C:35]3[CH:41]=[CH:42][C:32]([Cl:31])=[CH:33][CH:34]=3)[CH2:20][CH2:19]2)[N:3]=1. The yield is 0.600.